This data is from Reaction yield outcomes from USPTO patents with 853,638 reactions. The task is: Predict the reaction yield, written as a fraction of the theoretical maximum amount of product (1.0 means a 100% yield; for example, 0.34 means a 34% yield). (1) The reactants are S(Cl)([Cl:3])=O.[CH3:5][O:6][C:7](=[O:33])[C@H:8]([NH:22][C:23]([O:25][CH2:26][C:27]1[CH:32]=[CH:31][CH:30]=[CH:29][CH:28]=1)=[O:24])[CH2:9][C:10]1[C:11]([CH2:20]O)=[C:12]2[C:16](=[C:17]([Cl:19])[CH:18]=1)[NH:15][N:14]=[CH:13]2. The catalyst is ClCCl. The product is [CH3:5][O:6][C:7](=[O:33])[C@H:8]([NH:22][C:23]([O:25][CH2:26][C:27]1[CH:32]=[CH:31][CH:30]=[CH:29][CH:28]=1)=[O:24])[CH2:9][C:10]1[C:11]([CH2:20][Cl:3])=[C:12]2[C:16](=[C:17]([Cl:19])[CH:18]=1)[NH:15][N:14]=[CH:13]2. The yield is 0.860. (2) The reactants are [O:1]=[S:2]1(=[O:19])[CH2:6][CH2:5][CH2:4][C:3]1=[CH:7][C:8]1[CH:13]=[CH:12][C:11]([CH:14]([CH3:18])[C:15]([OH:17])=[O:16])=[CH:10][CH:9]=1. The catalyst is CO.[Pd]. The product is [O:1]=[S:2]1(=[O:19])[CH2:6][CH2:5][CH2:4][CH:3]1[CH2:7][C:8]1[CH:13]=[CH:12][C:11]([CH:14]([CH3:18])[C:15]([OH:17])=[O:16])=[CH:10][CH:9]=1. The yield is 0.700. (3) The reactants are [N:1]1([C:5](=[O:18])[C@@H:6]([NH:10]C(=O)OC(C)(C)C)[CH:7]([CH3:9])[CH3:8])[CH2:4][CH2:3][CH2:2]1.O1CCOCC1.CO. The catalyst is Cl. The product is [NH2:10][C@@H:6]([CH:7]([CH3:9])[CH3:8])[C:5]([N:1]1[CH2:4][CH2:3][CH2:2]1)=[O:18]. The yield is 0.703. (4) The reactants are [CH3:1][O:2][C:3]1[N:8]=[CH:7][C:6]([NH:9][C:10]2[C:17]([C:18]3[N:26]=[C:25]([CH3:27])[N:24]=[C:23]4[C:19]=3[N:20]=[CH:21][N:22]4C3CCCCO3)=[CH:16][C:13]([CH:14]=O)=[CH:12][N:11]=2)=[CH:5][CH:4]=1.[NH2:34][CH2:35][C:36]1[CH:41]=[CH:40][CH:39]=[CH:38][N:37]=1.[BH4-].[Na+].Cl.C(O)(C(F)(F)F)=O. The catalyst is C(Cl)Cl.CCO.CO.C(O[Ti](OC(C)C)(OC(C)C)OC(C)C)(C)C. The product is [CH3:1][O:2][C:3]1[N:8]=[CH:7][C:6]([NH:9][C:10]2[C:17]([C:18]3[N:26]=[C:25]([CH3:27])[N:24]=[C:23]4[C:19]=3[N:20]=[CH:21][NH:22]4)=[CH:16][C:13]([CH2:14][NH:34][CH2:35][C:36]3[CH:41]=[CH:40][CH:39]=[CH:38][N:37]=3)=[CH:12][N:11]=2)=[CH:5][CH:4]=1. The yield is 0.550. (5) The reactants are [Cl:1][C:2]1[CH:7]=[C:6]([CH3:8])[C:5]([N+:9]([O-:11])=[O:10])=[CH:4][N:3]=1.[CH3:12][N:13]([CH:15]=O)[CH3:14]. No catalyst specified. The product is [Cl:1][C:2]1[CH:7]=[C:6]([CH:8]=[CH:12][N:13]([CH3:15])[CH3:14])[C:5]([N+:9]([O-:11])=[O:10])=[CH:4][N:3]=1. The yield is 0.900. (6) The reactants are Cl.[CH3:2][N:3]1[CH:7]=[C:6]([NH2:8])[N:5]=[C:4]1[CH3:9].Br[C:11]1[C:12](=[O:19])[N:13]([CH3:18])[CH:14]=[C:15]([Br:17])[CH:16]=1.CC1(C)C2C(=C(P(C3C=CC=CC=3)C3C=CC=CC=3)C=CC=2)OC2C(P(C3C=CC=CC=3)C3C=CC=CC=3)=CC=CC1=2.C([O-])([O-])=O.[Cs+].[Cs+]. The catalyst is C1C=CC(/C=C/C(/C=C/C2C=CC=CC=2)=O)=CC=1.C1C=CC(/C=C/C(/C=C/C2C=CC=CC=2)=O)=CC=1.C1C=CC(/C=C/C(/C=C/C2C=CC=CC=2)=O)=CC=1.[Pd].[Pd].O1CCOCC1. The product is [Br:17][C:15]1[CH:16]=[C:11]([NH:8][C:6]2[N:5]=[C:4]([CH3:9])[N:3]([CH3:2])[CH:7]=2)[C:12](=[O:19])[N:13]([CH3:18])[CH:14]=1. The yield is 0.330. (7) The reactants are ClC(Cl)C(O)=O.N[C:8]1[N:9]([C:28]2[C:33]([CH3:34])=[CH:32][C:31]([CH:35]3[CH2:37][CH2:36]3)=[CH:30][C:29]=2[Cl:38])[C:10]([S:13][CH2:14][C:15]([NH:17][C:18]2[CH:26]=[CH:25][C:21]([C:22]([OH:24])=[O:23])=[CH:20][C:19]=2[Cl:27])=[O:16])=[N:11][N:12]=1.N([O-])=O.[Na+].ClCCl.[Br:46]CBr. The catalyst is [Br-].C([N+](CC)(CC)CC)C1C=CC=CC=1. The product is [Br:46][C:8]1[N:9]([C:28]2[C:33]([CH3:34])=[CH:32][C:31]([CH:35]3[CH2:37][CH2:36]3)=[CH:30][C:29]=2[Cl:38])[C:10]([S:13][CH2:14][C:15]([NH:17][C:18]2[CH:26]=[CH:25][C:21]([C:22]([OH:24])=[O:23])=[CH:20][C:19]=2[Cl:27])=[O:16])=[N:11][N:12]=1. The yield is 0.420. (8) The reactants are [CH3:1][N:2]1[CH2:7][CH2:6][N:5]([C:8]([O:10][C@@H:11]2[N:20]([C:21]3[CH:22]=[CH:23][C:24]([Cl:27])=[CH:25][N:26]=3)[C:18](=[O:19])[C:13]3[N:14]=[CH:15][CH:16]=[N:17][C:12]2=3)=[O:9])[CH2:4][CH2:3]1.[S:28](=[O:32])(=[O:31])([OH:30])[OH:29].CN1CCN(C(OC2N(C3C=CC(Cl)=CN=3)C(=O)C3N=CC=NC2=3)=O)CC1. The catalyst is C(OCC)(=O)C. The product is [CH3:1][N:2]1[CH2:7][CH2:6][N:5]([C:8]([O:10][C@@H:11]2[N:20]([C:21]3[CH:22]=[CH:23][C:24]([Cl:27])=[CH:25][N:26]=3)[C:18](=[O:19])[C:13]3[N:14]=[CH:15][CH:16]=[N:17][C:12]2=3)=[O:9])[CH2:4][CH2:3]1.[S:28]([O-:32])([O-:31])(=[O:30])=[O:29]. The yield is 0.960. (9) The reactants are [Cl:1][C:2]1[CH:3]=[CH:4][C:5]([NH:8][C:9]([C:11]2[CH:16]=[CH:15][CH:14]=[CH:13][C:12]=2[NH:17][C:18]([C:20]2[CH:25]=[CH:24][C:23]([C:26]3[CH:31]=[CH:30][CH:29]=[CH:28][C:27]=3[C:32]#[N:33])=[CH:22][CH:21]=2)=[O:19])=[O:10])=[N:6][CH:7]=1.Cl.[OH:35][NH2:36].C(N(CC)CC)C. The product is [Cl:1][C:2]1[CH:3]=[CH:4][C:5]([NH:8][C:9]([C:11]2[CH:16]=[CH:15][CH:14]=[CH:13][C:12]=2[NH:17][C:18]([C:20]2[CH:25]=[CH:24][C:23]([C:26]3[CH:31]=[CH:30][CH:29]=[CH:28][C:27]=3[CH:32]=[N:33][NH:36][OH:35])=[CH:22][CH:21]=2)=[O:19])=[O:10])=[N:6][CH:7]=1. The yield is 0.275. The catalyst is C(O)C.